This data is from Catalyst prediction with 721,799 reactions and 888 catalyst types from USPTO. The task is: Predict which catalyst facilitates the given reaction. (1) Reactant: [NH2:1][C@H:2]([C:5]1[CH:10]=[CH:9][CH:8]=[CH:7][CH:6]=1)[CH2:3][OH:4].CCN(CC)CC.Cl[C:19](Cl)([O:21]C(=O)OC(Cl)(Cl)Cl)Cl. Product: [C:5]1([C@@H:2]2[CH2:3][O:4][C:19](=[O:21])[NH:1]2)[CH:10]=[CH:9][CH:8]=[CH:7][CH:6]=1. The catalyst class is: 2. (2) Reactant: [Cl:1][C:2]1[N:10]=[CH:9][N:8]=[C:7]2[C:3]=1[N:4]=[CH:5][N:6]2[C@H:11]1[C@@H:15]2[O:16][C:17]([CH3:20])([CH3:19])[O:18][C@@H:14]2[C@@H:13]([CH2:21][CH2:22][S:23](Cl)(=[O:25])=[O:24])[O:12]1.[NH3:27]. Product: [Cl:1][C:2]1[N:10]=[CH:9][N:8]=[C:7]2[C:3]=1[N:4]=[CH:5][N:6]2[C@H:11]1[C@@H:15]2[O:16][C:17]([CH3:20])([CH3:19])[O:18][C@@H:14]2[C@@H:13]([CH2:21][CH2:22][S:23]([NH2:27])(=[O:25])=[O:24])[O:12]1. The catalyst class is: 405. (3) Reactant: CON(C)[C:4](=[O:18])[C:5]1[CH:10]=[CH:9][C:8]([C:11]([F:14])([F:13])[F:12])=[CH:7][C:6]=1[CH2:15][CH2:16][CH3:17].[H-].[H-].[H-].[H-].[Li+].[Al+3].C(C(C(C([O-])=O)O)O)([O-])=O.[K+].[Na+].CCOCC. Product: [CH2:15]([C:6]1[CH:7]=[C:8]([C:11]([F:12])([F:13])[F:14])[CH:9]=[CH:10][C:5]=1[CH:4]=[O:18])[CH2:16][CH3:17]. The catalyst class is: 1.